This data is from Reaction yield outcomes from USPTO patents with 853,638 reactions. The task is: Predict the reaction yield, written as a fraction of the theoretical maximum amount of product (1.0 means a 100% yield; for example, 0.34 means a 34% yield). (1) The reactants are [CH3:1][C:2]1[CH:11]=[CH:10][C:5]([C:6]([O:8][CH3:9])=[O:7])=[C:4](OS(C(F)(F)F)(=O)=O)[CH:3]=1.C(=O)([O-])[O-].[Na+].[Na+].[F:26][C:27]1[CH:32]=[CH:31][C:30](B(O)O)=[CH:29][CH:28]=1.[Cl-].[Li+]. The catalyst is C1(C)C=CC=CC=1.C(OCC)(=O)C.[Pd].C1(P(C2C=CC=CC=2)C2C=CC=CC=2)C=CC=CC=1.C1(P(C2C=CC=CC=2)C2C=CC=CC=2)C=CC=CC=1.C1(P(C2C=CC=CC=2)C2C=CC=CC=2)C=CC=CC=1.C1(P(C2C=CC=CC=2)C2C=CC=CC=2)C=CC=CC=1.C(O)C. The product is [F:26][C:27]1[CH:32]=[CH:31][C:30]([C:4]2[CH:3]=[C:2]([CH3:1])[CH:11]=[CH:10][C:5]=2[C:6]([O:8][CH3:9])=[O:7])=[CH:29][CH:28]=1. The yield is 0.990. (2) The reactants are [CH3:1][O:2][C:3](=[O:13])[C:4]1[CH:9]=[C:8]([F:10])[C:7](F)=[CH:6][C:5]=1[Cl:12].Cl.[CH3:15][NH:16][CH3:17].C(=O)([O-])[O-].[K+].[K+]. The catalyst is CS(C)=O. The product is [CH3:1][O:2][C:3](=[O:13])[C:4]1[CH:9]=[C:8]([F:10])[C:7]([N:16]([CH3:17])[CH3:15])=[CH:6][C:5]=1[Cl:12]. The yield is 0.895. (3) No catalyst specified. The yield is 0.400. The product is [OH:28][CH2:27][CH2:26][CH2:25][NH:24][C:2]1[N:7]2[N:8]=[C:9]([NH:11][C:12](=[O:19])[C:13]3[CH:18]=[CH:17][CH:16]=[N:15][CH:14]=3)[N:10]=[C:6]2[CH:5]=[C:4]([C:20]([F:23])([F:22])[F:21])[CH:3]=1. The reactants are Cl[C:2]1[N:7]2[N:8]=[C:9]([NH:11][C:12](=[O:19])[C:13]3[CH:18]=[CH:17][CH:16]=[N:15][CH:14]=3)[N:10]=[C:6]2[CH:5]=[C:4]([C:20]([F:23])([F:22])[F:21])[CH:3]=1.[NH2:24][CH2:25][CH2:26][CH2:27][OH:28]. (4) The reactants are [F:1][C:2]1[CH:9]=[CH:8][C:7]([N+:10]([O-])=O)=[CH:6][C:3]=1[CH:4]=[O:5].[BH4-].[Na+]. The catalyst is CO.[Pd]. The product is [NH2:10][C:7]1[CH:8]=[CH:9][C:2]([F:1])=[C:3]([CH2:4][OH:5])[CH:6]=1. The yield is 0.800. (5) The reactants are [OH:1][C:2]1[C:9]([O:10][CH3:11])=[CH:8][C:5]([CH:6]=O)=[C:4]([O:12][CH3:13])[CH:3]=1.[NH:14]1[CH2:18][CH2:17][CH2:16][CH2:15]1.[BH-](OC(C)=O)(OC(C)=O)OC(C)=O.[Na+].OS([O-])(=O)=O.[Na+]. The catalyst is C(Cl)Cl.O. The product is [CH3:11][O:10][C:9]1[CH:8]=[C:5]([CH2:6][N:14]2[CH2:18][CH2:17][CH2:16][CH2:15]2)[C:4]([O:12][CH3:13])=[CH:3][C:2]=1[OH:1]. The yield is 0.580. (6) The reactants are [N+]([C:4]1[S:8][C:7]([C:9]#[N:10])=[CH:6][CH:5]=1)([O-])=O.[C:11]1([OH:17])[CH:16]=[CH:15][CH:14]=[CH:13][CH:12]=1.C(=O)([O-])[O-].[K+].[K+].O. The catalyst is CS(C)=O.C(OCC)(=O)C. The product is [O:17]([C:4]1[S:8][C:7]([C:9]#[N:10])=[CH:6][CH:5]=1)[C:11]1[CH:16]=[CH:15][CH:14]=[CH:13][CH:12]=1. The yield is 0.692. (7) The reactants are [I:1](O)(=O)(=O)=O.[I-:6].[K+].[F:8][C:9]([F:21])([F:20])[C:10]1[CH:15]=[CH:14][C:13]([C:16]([F:19])([F:18])[F:17])=[CH:12][CH:11]=1. The catalyst is OS(O)(=O)=O. The product is [F:8][C:9]([F:20])([F:21])[C:10]1[CH:11]=[C:12]([I:6])[C:13]([C:16]([F:17])([F:18])[F:19])=[CH:14][C:15]=1[I:1]. The yield is 0.650.